The task is: Predict the product of the given reaction.. This data is from Forward reaction prediction with 1.9M reactions from USPTO patents (1976-2016). The product is: [CH3:4][CH:3]([NH:15][C:14]1[CH:13]=[CH:12][S:11][C:10]=1[C:8]([O:7][CH3:6])=[O:9])[CH3:5]. Given the reactants CO[C:3]([CH3:5])=[CH2:4].[CH3:6][O:7][C:8]([C:10]1[S:11][CH:12]=[CH:13][C:14]=1[NH2:15])=[O:9].C(O[BH-](OC(=O)C)OC(=O)C)(=O)C.[Na+].C(=O)(O)[O-].[Na+], predict the reaction product.